From a dataset of Full USPTO retrosynthesis dataset with 1.9M reactions from patents (1976-2016). Predict the reactants needed to synthesize the given product. (1) Given the product [F:15][C:16]1[CH:17]=[C:18]([CH:21]=[C:22]([F:24])[CH:23]=1)[CH2:19][N:5]1[CH2:6][CH2:7][C:3]([CH3:2])([OH:8])[CH2:4]1, predict the reactants needed to synthesize it. The reactants are: Cl.[CH3:2][C:3]1([OH:8])[CH2:7][CH2:6][NH:5][CH2:4]1.C(=O)([O-])[O-].[K+].[K+].[F:15][C:16]1[CH:17]=[C:18]([CH:21]=[C:22]([F:24])[CH:23]=1)[CH2:19]Br. (2) The reactants are: [NH2:1][C:2]1[N:10]=[C:9]2[C:5]([N:6]=[CH:7][N:8]2[CH2:11][C@H:12]([OH:38])[CH2:13][O:14][C:15]([C:30]2[CH:35]=[CH:34][C:33]([O:36][CH3:37])=[CH:32][CH:31]=2)([C:22]2[CH:27]=[CH:26][C:25]([O:28][CH3:29])=[CH:24][CH:23]=2)[C:16]2[CH:21]=[CH:20][CH:19]=[CH:18][CH:17]=2)=[C:4]([O:39]CC2C=CC=CC=2)[N:3]=1. Given the product [NH2:1][C:2]1[NH:3][C:4](=[O:39])[C:5]2[N:6]=[CH:7][N:8]([CH2:11][C@H:12]([OH:38])[CH2:13][O:14][C:15]([C:22]3[CH:27]=[CH:26][C:25]([O:28][CH3:29])=[CH:24][CH:23]=3)([C:30]3[CH:35]=[CH:34][C:33]([O:36][CH3:37])=[CH:32][CH:31]=3)[C:16]3[CH:17]=[CH:18][CH:19]=[CH:20][CH:21]=3)[C:9]=2[N:10]=1, predict the reactants needed to synthesize it. (3) Given the product [CH3:33][C:25]1[C:26]([C:30]([N:34]2[CH2:39][CH2:38][O:37][CH2:36][CH2:35]2)=[O:32])=[C:27]([CH3:29])[NH:28][C:24]=1/[CH:23]=[C:16]1\[C:17](=[O:22])[NH:18][C:19]2[C:15]\1=[CH:14][C:13]([S:10]([CH2:9][C:3]1[C:4]([CH3:8])=[CH:5][CH:6]=[CH:7][C:2]=1[CH3:1])(=[O:12])=[O:11])=[CH:21][CH:20]=2, predict the reactants needed to synthesize it. The reactants are: [CH3:1][C:2]1[CH:7]=[CH:6][CH:5]=[C:4]([CH3:8])[C:3]=1[CH2:9][S:10]([C:13]1[CH:14]=[C:15]2[C:19](=[CH:20][CH:21]=1)[NH:18][C:17](=[O:22])/[C:16]/2=[CH:23]\[C:24]1[NH:28][C:27]([CH3:29])=[C:26]([C:30]([OH:32])=O)[C:25]=1[CH3:33])(=[O:12])=[O:11].[NH:34]1[CH2:39][CH2:38][O:37][CH2:36][CH2:35]1.C1C=CC2N(O)N=NC=2C=1.CCN=C=NCCCN(C)C.Cl.